This data is from HIV replication inhibition screening data with 41,000+ compounds from the AIDS Antiviral Screen. The task is: Binary Classification. Given a drug SMILES string, predict its activity (active/inactive) in a high-throughput screening assay against a specified biological target. (1) The drug is C=C1C(=O)OC2CC1(C)OCC2C1CCC2C3CC=C4CC=CC(=O)C4(C)C3CCC12C. The result is 0 (inactive). (2) The compound is CC(=O)OC1COC(c2ccccc2)OC1C1OC(c2ccccc2)OCC1OC(C)=O. The result is 0 (inactive).